Task: Predict the reactants needed to synthesize the given product.. Dataset: Full USPTO retrosynthesis dataset with 1.9M reactions from patents (1976-2016) (1) Given the product [NH2:36][C@@H:37]([C:39]1[C:40]([F:68])=[C:41]([C:2]2[CH:23]=[C:22]([O:24][CH2:25][CH:26]3[CH2:28][CH2:27]3)[CH:21]=[C:4]([CH2:5][O:6][C:7]3[CH:12]=[CH:11][CH:10]=[CH:9][C:8]=3[CH2:13][C:14]([OH:16])=[O:15])[CH:3]=2)[CH:42]=[CH:43][CH:44]=1)[CH3:38], predict the reactants needed to synthesize it. The reactants are: Br[C:2]1[CH:3]=[C:4]([CH:21]=[C:22]([O:24][CH2:25][CH:26]2[CH2:28][CH2:27]2)[CH:23]=1)[CH2:5][O:6][C:7]1[CH:12]=[CH:11][CH:10]=[CH:9][C:8]=1[CH2:13][C:14]([O:16]C(C)(C)C)=[O:15].C(OC([NH:36][C@@H:37]([C:39]1[C:40]([F:68])=[C:41](C2C=C(O)C=C(COC3C=CC=CC=3CC(OC(C)(C)C)=O)C=2)[CH:42]=[CH:43][CH:44]=1)[CH3:38])=O)(C)(C)C. (2) Given the product [F:1][C:2]1[CH:3]=[C:4]([CH:15]=[CH:16][CH:17]=1)[CH2:5][O:6][C:7]1[CH:14]=[CH:13][C:10]([CH2:11][NH:12][C:27]([C:24]2[CH:25]=[CH:26][C:21]3[N:20]=[CH:19][S:18][C:22]=3[CH:23]=2)=[O:28])=[CH:9][CH:8]=1, predict the reactants needed to synthesize it. The reactants are: [F:1][C:2]1[CH:3]=[C:4]([CH:15]=[CH:16][CH:17]=1)[CH2:5][O:6][C:7]1[CH:14]=[CH:13][C:10]([CH2:11][NH2:12])=[CH:9][CH:8]=1.[S:18]1[C:22]2[CH:23]=[C:24]([C:27](O)=[O:28])[CH:25]=[CH:26][C:21]=2[N:20]=[CH:19]1.F[P-](F)(F)(F)(F)F.N1(O[P+](N(C)C)(N(C)C)N(C)C)C2C=CC=CC=2N=N1.C(N(CC)CC)C. (3) Given the product [C:10]([O:8][C:7]([CH:4]1[CH2:5][CH2:6][C:2](=[O:1])[CH2:3]1)=[O:9])([CH3:13])([CH3:12])[CH3:11], predict the reactants needed to synthesize it. The reactants are: [O:1]=[C:2]1[CH2:6][CH2:5][CH:4]([C:7]([OH:9])=[O:8])[CH2:3]1.[C:10](O)([CH3:13])([CH3:12])[CH3:11].C(OCC)C. (4) Given the product [NH2:1][C:2]1[CH:3]=[C:4]([C:11]([F:14])([F:13])[F:12])[C:5]([C:6]#[N:7])=[CH:8][C:9]=1[C:15]#[N:16], predict the reactants needed to synthesize it. The reactants are: [NH2:1][C:2]1[C:9](I)=[CH:8][C:5]([C:6]#[N:7])=[C:4]([C:11]([F:14])([F:13])[F:12])[CH:3]=1.[C:15]([Cu])#[N:16]. (5) Given the product [Br:1][C:2]1[CH:7]=[C:6]([CH:8]([OH:9])[CH3:10])[CH:5]=[CH:4][N:3]=1, predict the reactants needed to synthesize it. The reactants are: [Br:1][C:2]1[CH:7]=[C:6]([CH:8]=[O:9])[CH:5]=[CH:4][N:3]=1.[CH3:10][Mg]Cl. (6) Given the product [F:22][C:23]1[CH:24]=[C:25]([C:2]2[N:3]=[C:4]([N:16]3[CH2:21][CH2:20][NH:19][CH2:18][CH2:17]3)[N:5]([CH2:8][O:9][CH2:10][CH2:11][Si:12]([CH3:15])([CH3:14])[CH3:13])[C:6]=2[C:25]2[CH:24]=[C:23]([F:22])[C:28]([F:29])=[C:27]([F:30])[CH:26]=2)[CH:26]=[C:27]([F:30])[C:28]=1[F:29], predict the reactants needed to synthesize it. The reactants are: Br[C:2]1[N:3]=[C:4]([N:16]2[CH2:21][CH2:20][NH:19][CH2:18][CH2:17]2)[N:5]([CH2:8][O:9][CH2:10][CH2:11][Si:12]([CH3:15])([CH3:14])[CH3:13])[C:6]=1Br.[F:22][C:23]1[CH:24]=[C:25](B(O)O)[CH:26]=[C:27]([F:30])[C:28]=1[F:29]. (7) Given the product [CH:11]1([N:8]2[CH:7]=[N:6][C:5]3[C:9]2=[N:10][CH:2]=[N:3][CH:4]=3)[CH2:12][CH2:13][CH2:14][CH2:15]1, predict the reactants needed to synthesize it. The reactants are: Cl[C:2]1[N:10]=[C:9]2[C:5]([N:6]=[CH:7][N:8]2[CH:11]2[CH2:15][CH2:14][CH2:13][CH2:12]2)=[C:4](Cl)[N:3]=1.NC1CCN(CC2C3C(=CC=CC=3)C=CC=2)CC1. (8) Given the product [N:1]1([C:7]([N:9]2[CH2:14][CH:13]([C:15]3[CH:16]=[CH:17][C:18]([C:21]([F:22])([F:24])[F:23])=[CH:19][CH:20]=3)[CH2:12][CH:11]([C:25]3[O:27][N:35]=[C:29]([C:30]([O:32][CH2:33][CH3:34])=[O:31])[N:28]=3)[CH2:10]2)=[O:8])[CH2:2][CH2:3][O:4][CH2:5][CH2:6]1, predict the reactants needed to synthesize it. The reactants are: [N:1]1([C:7]([N:9]2[CH2:14][CH:13]([C:15]3[CH:20]=[CH:19][C:18]([C:21]([F:24])([F:23])[F:22])=[CH:17][CH:16]=3)[CH2:12][CH:11]([C:25]([OH:27])=O)[CH2:10]2)=[O:8])[CH2:6][CH2:5][O:4][CH2:3][CH2:2]1.[NH2:28][C:29](=[N:35]O)[C:30]([O:32][CH2:33][CH3:34])=[O:31]. (9) Given the product [NH2:18][C:19]1[N:23]([CH:24]2[CH2:29][CH2:28][C:27]([F:31])([F:30])[CH2:26][CH2:25]2)[N:22]=[CH:21][C:20]=1[C:32]([NH2:33])=[O:13], predict the reactants needed to synthesize it. The reactants are: NC1N(C2C=CC=CC=2[O:13]C)N=CC=1C(N)=O.[NH2:18][C:19]1[N:23]([CH:24]2[CH2:29][CH2:28][C:27]([F:31])([F:30])[CH2:26][CH2:25]2)[N:22]=[CH:21][C:20]=1[C:32]#[N:33].